From a dataset of Forward reaction prediction with 1.9M reactions from USPTO patents (1976-2016). Predict the product of the given reaction. Given the reactants [CH2:1]([O:8][C:9]1[CH:15]=[CH:14][C:13]([N+:16]([O-:18])=[O:17])=[CH:12][C:10]=1[NH2:11])[C:2]1[CH:7]=[CH:6][CH:5]=[CH:4][CH:3]=1.[Cl:19][C:20]1[N:25]=[C:24](Cl)[C:23]([F:27])=[CH:22][N:21]=1.CCN(C(C)C)C(C)C.C(Cl)Cl.CCCCCC.C(OCC)(=O)C, predict the reaction product. The product is: [CH2:1]([O:8][C:9]1[CH:15]=[CH:14][C:13]([N+:16]([O-:18])=[O:17])=[CH:12][C:10]=1[NH:11][C:22]1[C:23]([F:27])=[CH:24][N:25]=[C:20]([Cl:19])[N:21]=1)[C:2]1[CH:3]=[CH:4][CH:5]=[CH:6][CH:7]=1.